The task is: Predict the product of the given reaction.. This data is from Forward reaction prediction with 1.9M reactions from USPTO patents (1976-2016). (1) Given the reactants [NH2:1][C:2]1[N:7]2[CH:8]=[C:9]([CH2:11][CH2:12][CH3:13])[N:10]=[C:6]2[C:5]([C:14]([NH:16][CH2:17][CH:18]2[CH2:23][CH2:22][N:21]([CH2:24][CH2:25][CH2:26][CH3:27])[CH2:20][CH2:19]2)=[O:15])=[CH:4][C:3]=1[Cl:28].[C:29]1([CH3:39])[CH:34]=[CH:33][C:32]([S:35]([OH:38])(=[O:37])=[O:36])=[CH:31][CH:30]=1, predict the reaction product. The product is: [C:29]1([CH3:39])[CH:30]=[CH:31][C:32]([S:35]([OH:38])(=[O:36])=[O:37])=[CH:33][CH:34]=1.[NH2:1][C:2]1[N:7]2[CH:8]=[C:9]([CH2:11][CH2:12][CH3:13])[N:10]=[C:6]2[C:5]([C:14]([NH:16][CH2:17][CH:18]2[CH2:19][CH2:20][N:21]([CH2:24][CH2:25][CH2:26][CH3:27])[CH2:22][CH2:23]2)=[O:15])=[CH:4][C:3]=1[Cl:28]. (2) Given the reactants Cl[C:2]1[C:11]([N+:12]([O-:14])=[O:13])=[CH:10][CH:9]=[CH:8][C:3]=1[C:4]([O:6][CH3:7])=[O:5].[CH3:15][NH2:16], predict the reaction product. The product is: [CH3:15][NH:16][C:2]1[C:11]([N+:12]([O-:14])=[O:13])=[CH:10][CH:9]=[CH:8][C:3]=1[C:4]([O:6][CH3:7])=[O:5]. (3) Given the reactants [OH:1][C:2]1[CH:9]=[CH:8][C:7]([O:10][CH3:11])=[CH:6][C:3]=1[CH:4]=O.C(=O)([O-])[O-].[K+].[K+].Br[CH2:19][C:20]([O:22][CH3:23])=[O:21], predict the reaction product. The product is: [CH3:11][O:10][C:7]1[CH:8]=[CH:9][C:2]2[O:1][C:19]([C:20]([O:22][CH3:23])=[O:21])=[CH:4][C:3]=2[CH:6]=1. (4) Given the reactants [OH:1][CH2:2][CH:3]=[C:4]([CH2:6][CH2:7][CH:8]=[C:9]([CH2:11][CH2:12][CH:13]=[C:14]([CH3:16])[CH3:15])[CH3:10])[CH3:5].CC(OI1(OC(C)=O)(OC(C)=O)OC(=O)C2C=CC=CC1=2)=O, predict the reaction product. The product is: [CH3:15][C:14]([CH3:16])=[CH:13][CH2:12][CH2:11]/[C:9](/[CH3:10])=[CH:8]/[CH2:7][CH2:6]/[C:4](/[CH3:5])=[CH:3]/[CH:2]=[O:1]. (5) Given the reactants [CH2:1]([O:3][C:4]([CH:6]1[CH2:11][C:10](=O)[CH2:9][CH2:8][N:7]1CC1C=CC=CC=1)=[O:5])[CH3:2].[NH:20]1[CH2:24][CH2:23][CH2:22][CH2:21]1.C(O)(=O)C.C(O[BH-](OC(=O)C)OC(=O)C)(=O)C.[Na+].[CH3:55][C:54]([O:53][C:51](O[C:51]([O:53][C:54]([CH3:57])([CH3:56])[CH3:55])=[O:52])=[O:52])([CH3:57])[CH3:56], predict the reaction product. The product is: [CH3:2][CH2:1][O:3][C:4]([C@H:6]1[CH2:11][C@H:10]([N:20]2[CH2:24][CH2:23][CH2:22][CH2:21]2)[CH2:9][CH2:8][N:7]1[C:51]([O:53][C:54]([CH3:55])([CH3:56])[CH3:57])=[O:52])=[O:5].